From a dataset of Peptide-MHC class I binding affinity with 185,985 pairs from IEDB/IMGT. Regression. Given a peptide amino acid sequence and an MHC pseudo amino acid sequence, predict their binding affinity value. This is MHC class I binding data. (1) The binding affinity (normalized) is 0.0847. The peptide sequence is HLPELIWRS. The MHC is HLA-B40:01 with pseudo-sequence HLA-B40:01. (2) The peptide sequence is ELRSLYNTV. The MHC is HLA-B40:01 with pseudo-sequence HLA-B40:01. The binding affinity (normalized) is 0. (3) The peptide sequence is EMRELRRQV. The MHC is HLA-A02:06 with pseudo-sequence HLA-A02:06. The binding affinity (normalized) is 0. (4) The peptide sequence is MRSRWSRKML. The MHC is HLA-A30:01 with pseudo-sequence HLA-A30:01. The binding affinity (normalized) is 0.522.